This data is from Full USPTO retrosynthesis dataset with 1.9M reactions from patents (1976-2016). The task is: Predict the reactants needed to synthesize the given product. (1) Given the product [C:2]([NH:6][C:5](=[O:4])[CH2:7][CH:8]1[CH2:9][CH2:10][CH:11]([C:14]2[S:15][C:16]([C:19]3[CH:20]=[CH:21][C:22]([NH2:25])=[CH:23][CH:24]=3)=[CH:17][N:18]=2)[CH2:12][CH2:13]1)(=[O:32])[CH3:1], predict the reactants needed to synthesize it. The reactants are: [CH3:1][C:2]1[N:6]=[C:5]([CH2:7][CH:8]2[CH2:13][CH2:12][CH:11]([C:14]3[S:15][C:16]([C:19]4[CH:24]=[CH:23][C:22]([N+:25]([O-])=O)=[CH:21][CH:20]=4)=[CH:17][N:18]=3)[CH2:10][CH2:9]2)[O:4]N=1.[Cl-].[NH4+].C([OH:32])C. (2) Given the product [I:8][C:4]1[N:3]=[C:2]([N:17]2[CH2:16][CH2:15][N:14]([C:19]([O:21][C:22]([CH3:23])([CH3:24])[CH3:25])=[O:20])[C@@H:13]([CH2:9][CH:10]([CH3:12])[CH3:11])[CH2:18]2)[CH:7]=[N:6][CH:5]=1, predict the reactants needed to synthesize it. The reactants are: I[C:2]1[CH:7]=[N:6][CH:5]=[C:4]([I:8])[N:3]=1.[CH2:9]([C@H:13]1[CH2:18][NH:17][CH2:16][CH2:15][N:14]1[C:19]([O:21][C:22]([CH3:25])([CH3:24])[CH3:23])=[O:20])[CH:10]([CH3:12])[CH3:11].C([O-])([O-])=O.[K+].[K+]. (3) Given the product [Cl:12][C:3]1[CH:4]=[C:5]([CH:10]=[CH:11][C:2]=1[NH:1][NH2:13])[C:6]([O:8][CH3:9])=[O:7], predict the reactants needed to synthesize it. The reactants are: [NH2:1][C:2]1[CH:11]=[CH:10][C:5]([C:6]([O:8][CH3:9])=[O:7])=[CH:4][C:3]=1[Cl:12].[N:13]([O-])=O.[Na+].[Sn](Cl)Cl.[OH-].[Na+]. (4) Given the product [Br:1][C:2]1[CH:3]=[C:4]2[C:9](=[CH:10][CH:11]=1)[C:8]([O:12][Si:35]([CH2:40][CH3:41])([CH2:38][CH3:39])[CH2:36][CH3:37])=[C:7]([C@H:13]([O:19][C:20]([CH3:23])([CH3:22])[CH3:21])[C:14]([O:16][CH2:17][CH3:18])=[O:15])[C:6]([CH3:24])=[CH:5]2, predict the reactants needed to synthesize it. The reactants are: [Br:1][C:2]1[CH:3]=[C:4]2[C:9](=[CH:10][CH:11]=1)[C:8]([OH:12])=[C:7]([C@H:13]([O:19][C:20]([CH3:23])([CH3:22])[CH3:21])[C:14]([O:16][CH2:17][CH3:18])=[O:15])[C:6]([CH3:24])=[CH:5]2.C(N(C(C)C)CC)(C)C.Cl[Si:35]([CH2:40][CH3:41])([CH2:38][CH3:39])[CH2:36][CH3:37]. (5) Given the product [Cl:18][C:11]1[N:10]=[C:9]([NH:8][C:5]2[CH:6]=[CH:7][C:2]([Cl:1])=[C:3]([F:19])[CH:4]=2)[C:14]([NH2:15])=[CH:13][N:12]=1, predict the reactants needed to synthesize it. The reactants are: [Cl:1][C:2]1[CH:7]=[CH:6][C:5]([NH:8][C:9]2[C:14]([N+:15]([O-])=O)=[CH:13][N:12]=[C:11]([Cl:18])[N:10]=2)=[CH:4][C:3]=1[F:19].[Sn](Cl)Cl.C(=O)([O-])[O-].[Na+].[Na+]. (6) The reactants are: [CH3:1][C:2]1[N:7]=[CH:6][C:5]([OH:8])=[CH:4][CH:3]=1.[H-].[Na+].[N+](C1C=C(S(O[CH2:24][C@H:25]2[O:27][CH2:26]2)(=O)=O)C=CC=1)([O-])=O. Given the product [CH3:1][C:2]1[CH:3]=[CH:4][C:5]([O:8][CH2:24][C@@H:25]2[CH2:26][O:27]2)=[CH:6][N:7]=1, predict the reactants needed to synthesize it.